From a dataset of Full USPTO retrosynthesis dataset with 1.9M reactions from patents (1976-2016). Predict the reactants needed to synthesize the given product. (1) Given the product [C:1]1([N:7]2[CH:11]=[CH:10][C:9]([NH2:12])=[N:8]2)[CH:2]=[CH:3][CH:4]=[CH:5][CH:6]=1, predict the reactants needed to synthesize it. The reactants are: [C:1]1([N:7]2[CH2:11][CH2:10][C:9]([NH2:12])=[N:8]2)[CH:6]=[CH:5][CH:4]=[CH:3][CH:2]=1.[OH-].[Na+]. (2) Given the product [N:6]1[CH:7]=[N:8][N:9]2[CH:14]=[C:13]([C:15]3[CH:16]=[C:17]4[C:31]([CH:21]([C:23]5[CH:28]=[CH:27][C:26]([Cl:29])=[C:25]([Cl:30])[CH:24]=5)[CH2:20][NH:19][CH2:18]4)=[CH:32][CH:33]=3)[CH:12]=[CH:11][C:10]=12.[N:6]1[CH:7]=[N:8][N:9]2[CH:14]=[C:13]([C:15]3[CH:16]=[C:17]4[C:31]([CH:21]([C:23]5[CH:28]=[CH:27][C:26]([Cl:29])=[C:25]([Cl:30])[CH:24]=5)[CH2:20][NH:19][CH2:18]4)=[CH:32][CH:33]=3)[CH:12]=[CH:11][C:10]=12, predict the reactants needed to synthesize it. The reactants are: S(=O)(=O)(O)O.[N:6]1[CH:7]=[N:8][N:9]2[CH:14]=[C:13]([C:15]3[CH:16]=[C:17]([CH:31]=[CH:32][CH:33]=3)[CH2:18][NH:19][CH2:20][CH:21]([C:23]3[CH:28]=[CH:27][C:26]([Cl:29])=[C:25]([Cl:30])[CH:24]=3)O)[CH:12]=[CH:11][C:10]=12.[NH4+].[OH-].CS(O)(=O)=O. (3) Given the product [Cl:1][C:2]1[CH:7]=[CH:6][C:5]([C:8]2[C:13]([C:14]([NH:28][CH:26]([CH3:27])[CH3:25])=[O:16])=[CH:12][N:11]=[CH:10][CH:9]=2)=[C:4]([F:17])[CH:3]=1, predict the reactants needed to synthesize it. The reactants are: [Cl:1][C:2]1[CH:7]=[CH:6][C:5]([C:8]2[C:13]([C:14]([OH:16])=O)=[CH:12][N:11]=[CH:10][CH:9]=2)=[C:4]([F:17])[CH:3]=1.C(Cl)CCl.C1C=C[C:25]2N(O)N=[N:28][C:26]=2[CH:27]=1.CCN(C(C)C)C(C)C.CC(N)C.